This data is from CYP3A4 inhibition data for predicting drug metabolism from PubChem BioAssay. The task is: Regression/Classification. Given a drug SMILES string, predict its absorption, distribution, metabolism, or excretion properties. Task type varies by dataset: regression for continuous measurements (e.g., permeability, clearance, half-life) or binary classification for categorical outcomes (e.g., BBB penetration, CYP inhibition). Dataset: cyp3a4_veith. (1) The compound is CS(=O)(=O)N1CCN(c2ccccc2NC(=O)c2ccc(Br)o2)CC1. The result is 1 (inhibitor). (2) The compound is N=C(N)SCc1ccc(Cl)c2ccccc12.O=[N+]([O-])c1c(O)c(Cl)cc(Cl)c1Cl. The result is 0 (non-inhibitor).